From a dataset of Reaction yield outcomes from USPTO patents with 853,638 reactions. Predict the reaction yield, written as a fraction of the theoretical maximum amount of product (1.0 means a 100% yield; for example, 0.34 means a 34% yield). (1) The product is [O:15]1[CH2:16][CH2:17][N:12]([C:2]2[CH:3]=[C:4]([OH:11])[CH:5]=[CH:6][C:7]=2[N+:8]([O-:10])=[O:9])[CH2:13][CH2:14]1. The reactants are F[C:2]1[CH:3]=[C:4]([OH:11])[CH:5]=[CH:6][C:7]=1[N+:8]([O-:10])=[O:9].[NH:12]1[CH2:17][CH2:16][O:15][CH2:14][CH2:13]1.C(=O)([O-])[O-].[Ca+2]. The yield is 0.940. The catalyst is CN(C)C=O. (2) The reactants are [C:1]([OH:4])(=[O:3])[CH3:2].C(C1C=CC(C2C=CC(O)=C(C3NC4C=CC(C(N)=N)=CC=4N=3)C=2)=CC=1)(=N)N.O[NH:34][C:35]([C:37]1[CH:61]=[CH:60][C:40]2[NH:41][C:42]([C:44]3[CH:49]=[CH:48][CH:47]=[C:46]([C:50]4[CH:55]=[CH:54][C:53]([C:56](=[NH:59])[NH:57]O)=[CH:52][N:51]=4)[CH:45]=3)=[N:43][C:39]=2[CH:38]=1)=[NH:36].CC(C)C.C(C1C=C(C2C=CC=C(C#N)C=2)C=CC=1O)=O. No catalyst specified. The product is [C:1]([OH:4])(=[O:3])[CH3:2].[C:56]([C:53]1[CH:54]=[CH:55][C:50]([C:46]2[CH:45]=[C:44]([C:42]3[NH:41][C:40]4[CH:60]=[CH:61][C:37]([C:35]([NH2:36])=[NH:34])=[CH:38][C:39]=4[N:43]=3)[CH:49]=[CH:48][CH:47]=2)=[N:51][CH:52]=1)(=[NH:57])[NH2:59]. The yield is 0.730. (3) The reactants are [CH:1]([NH:4][C:5]1[CH:10]=[CH:9][CH:8]=[CH:7][C:6]=1[CH2:11][OH:12])([CH3:3])[CH3:2]. The catalyst is C1(C)C=CC=CC=1.[O-2].[O-2].[Mn+4]. The product is [CH:1]([NH:4][C:5]1[CH:10]=[CH:9][CH:8]=[CH:7][C:6]=1[CH:11]=[O:12])([CH3:3])[CH3:2]. The yield is 0.900. (4) The product is [ClH:28].[NH2:8][C:5]1[CH:6]=[CH:7][C:2]([CH3:1])=[C:3]([NH:16][C:17]([C:19]2[S:27][C:22]3=[N:23][CH:24]=[CH:25][N:26]=[C:21]3[CH:20]=2)=[O:18])[CH:4]=1. The catalyst is O1CCOCC1. The yield is 1.00. The reactants are [CH3:1][C:2]1[CH:7]=[CH:6][C:5]([NH:8]C(=O)OC(C)(C)C)=[CH:4][C:3]=1[NH:16][C:17]([C:19]1[S:27][C:22]2=[N:23][CH:24]=[CH:25][N:26]=[C:21]2[CH:20]=1)=[O:18].[ClH:28].O1CCOCC1. (5) The reactants are [O:1]=[C:2]1[CH2:6][CH2:5][N:4]([C:7]([O:9][C:10]([CH3:13])([CH3:12])[CH3:11])=[O:8])[CH2:3]1.C[Si]([N-][Si](C)(C)C)(C)C.[Li+].C1C=CC(N([S:31]([C:34]([F:37])([F:36])[F:35])(=[O:33])=[O:32])[S:31]([C:34]([F:37])([F:36])[F:35])(=[O:33])=[O:32])=CC=1. The catalyst is C1COCC1. The product is [C:10]([O:9][C:7]([N:4]1[CH2:5][CH:6]=[C:2]([O:1][S:31]([C:34]([F:37])([F:36])[F:35])(=[O:33])=[O:32])[CH2:3]1)=[O:8])([CH3:13])([CH3:12])[CH3:11]. The yield is 0.310. (6) The reactants are [Cl:1][C:2]1[CH:7]=[CH:6][C:5](/[CH:8]=[C:9]2\[CH2:10][CH2:11][C:12]([CH3:17])([CH3:16])[C:13]3\2[O:15][CH2:14]3)=[CH:4][CH:3]=1.Cl. The catalyst is C1(C)C=CC=CC=1. The product is [Cl:1][C:2]1[CH:3]=[CH:4][C:5]([CH2:8][C:9]2[CH2:10][CH2:11][C:12]([CH3:17])([CH3:16])[C:13]=2[CH2:14][OH:15])=[CH:6][CH:7]=1. The yield is 0.860.